This data is from Catalyst prediction with 721,799 reactions and 888 catalyst types from USPTO. The task is: Predict which catalyst facilitates the given reaction. (1) Reactant: [CH3:1][C@H:2]([O:6][C:7]1[CH:8]=[C:9]([CH:14]=[C:15]([O:17][CH2:18][C:19]2[CH:24]=[CH:23][CH:22]=[CH:21][CH:20]=2)[CH:16]=1)[C:10]([O:12]C)=[O:11])[CH2:3][O:4][CH3:5].[OH-].[Na+]. Product: [CH3:1][C@H:2]([O:6][C:7]1[CH:8]=[C:9]([CH:14]=[C:15]([O:17][CH2:18][C:19]2[CH:20]=[CH:21][CH:22]=[CH:23][CH:24]=2)[CH:16]=1)[C:10]([OH:12])=[O:11])[CH2:3][O:4][CH3:5]. The catalyst class is: 87. (2) The catalyst class is: 11. Product: [Cl:25][CH:7]([CH:1]1[CH2:6][CH2:5][CH2:4][CH2:3][CH2:2]1)[C:9]1[S:10][C:11]2[CH:18]=[CH:17][C:16]([C:19]([F:22])([F:21])[F:20])=[CH:15][C:12]=2[C:13]=1[CH3:14]. Reactant: [CH:1]1([CH:7]([C:9]2[S:10][C:11]3[CH:18]=[CH:17][C:16]([C:19]([F:22])([F:21])[F:20])=[CH:15][C:12]=3[C:13]=2[CH3:14])O)[CH2:6][CH2:5][CH2:4][CH2:3][CH2:2]1.S(Cl)([Cl:25])=O.C(=O)([O-])O.[Na+]. (3) Reactant: [Cl:1][C:2]1[CH:17]=[CH:16][C:5]([C:6]([NH:8][CH2:9][CH:10]2[CH2:15][CH2:14][CH2:13][CH2:12][CH2:11]2)=[O:7])=[CH:4][N:3]=1.[CH:18]([Mg]Cl)([CH3:20])[CH3:19].CO.ClC1C(=O)C(C#N)=C(C#N)C(=O)C=1Cl. Product: [CH3:13][CH2:12][CH2:11][CH:10]([CH3:15])[CH3:9].[Cl:1][C:2]1[CH:17]=[C:16]([CH:18]([CH3:20])[CH3:19])[C:5]([C:6]([NH:8][CH2:9][CH:10]2[CH2:15][CH2:14][CH2:13][CH2:12][CH2:11]2)=[O:7])=[CH:4][N:3]=1. The catalyst class is: 7. (4) Reactant: [H-].[Na+].[C:3]([N:10]1[CH:14]=[CH:13]N=[CH:11]1)(N1C=CN=C1)=[O:4].[NH2:15][C:16]1[C:24]([Cl:25])=[CH:23][C:19]([C:20]([OH:22])=[O:21])=[C:18]([O:26][CH3:27])[CH:17]=1.[OH2:28]. Product: [NH2:15][C:16]1[C:24]([Cl:25])=[CH:23][C:19]([C:20]([O:22][CH2:17][CH:16]2[CH2:24][CH2:11][N:10]([C:3]([O:4][C:19]([CH3:23])([CH3:20])[CH3:18])=[O:28])[CH2:14][CH2:13]2)=[O:21])=[C:18]([O:26][CH3:27])[CH:17]=1. The catalyst class is: 577. (5) Reactant: [Si:1]([O:8][CH2:9][C@@H:10]1[CH:15]=[CH:14][C@H:13](O)[CH2:12][N:11]1[C:17]([O:19][C:20]([CH3:23])([CH3:22])[CH3:21])=[O:18])([C:4]([CH3:7])([CH3:6])[CH3:5])([CH3:3])[CH3:2].C1C=CC(P(C2C=CC=CC=2)C2C=CC=CC=2)=CC=1.[CH2:43]([O:46][NH:47][S:48]([C:51]1[CH:56]=[CH:55][C:54]([N+:57]([O-:59])=[O:58])=[CH:53][C:52]=1[N+:60]([O-:62])=[O:61])(=[O:50])=[O:49])[CH:44]=[CH2:45].N(C(OC(C)C)=O)=NC(OC(C)C)=O. Product: [CH2:43]([O:46][N:47]([C@H:13]1[CH2:12][N:11]([C:17]([O:19][C:20]([CH3:21])([CH3:23])[CH3:22])=[O:18])[C@H:10]([CH2:9][O:8][Si:1]([C:4]([CH3:6])([CH3:5])[CH3:7])([CH3:3])[CH3:2])[CH:15]=[CH:14]1)[S:48]([C:51]1[CH:56]=[CH:55][C:54]([N+:57]([O-:59])=[O:58])=[CH:53][C:52]=1[N+:60]([O-:62])=[O:61])(=[O:50])=[O:49])[CH:44]=[CH2:45]. The catalyst class is: 11. (6) Reactant: [CH3:1][C@H:2]1[CH2:7][CH2:6][C@H:5]([C:8]([N:10]([CH:24]2[CH2:29][CH2:28][N:27]([C:30](=[O:44])[CH2:31][CH2:32][CH2:33][CH2:34][CH2:35][NH:36]C(OC(C)(C)C)=O)[CH2:26][CH2:25]2)[C:11]2[CH:15]=[C:14]([C:16]#[C:17][CH:18]([CH3:20])[CH3:19])[S:13][C:12]=2[C:21]([OH:23])=[O:22])=[O:9])[CH2:4][CH2:3]1. Product: [CH3:1][C@H:2]1[CH2:7][CH2:6][C@H:5]([C:8]([N:10]([CH:24]2[CH2:25][CH2:26][N:27]([C:30](=[O:44])[CH2:31][CH2:32][CH2:33][CH2:34][CH2:35][NH2:36])[CH2:28][CH2:29]2)[C:11]2[CH:15]=[C:14]([C:16]#[C:17][CH:18]([CH3:19])[CH3:20])[S:13][C:12]=2[C:21]([OH:23])=[O:22])=[O:9])[CH2:4][CH2:3]1. The catalyst class is: 13. (7) Reactant: [Cl:1][C:2]1[CH:10]=[C:9]2[C:5]([C:6]([CH:11]=[O:12])=[CH:7][NH:8]2)=[CH:4][C:3]=1[C:13]1[CH:18]=[CH:17][C:16]([CH:19]([CH3:21])[CH3:20])=[CH:15][CH:14]=1.C(#N)C.[Mn]([O-])(=O)(=O)=[O:26].[K+].S(=O)(O)[O-].[Na+]. Product: [Cl:1][C:2]1[CH:10]=[C:9]2[C:5]([C:6]([C:11]([OH:26])=[O:12])=[CH:7][NH:8]2)=[CH:4][C:3]=1[C:13]1[CH:18]=[CH:17][C:16]([CH:19]([CH3:21])[CH3:20])=[CH:15][CH:14]=1. The catalyst class is: 6. (8) Reactant: Br[C:2]1[CH:3]=[C:4]2[C:9](=[CH:10][CH:11]=1)[C:8](=[O:12])[NH:7][CH:6]=[CH:5]2.C(N(CC)CC)C.CN([CH:23]=[O:24])C.[CH3:25][OH:26]. Product: [CH3:25][O:26][C:23]([C:2]1[CH:3]=[C:4]2[C:9](=[CH:10][CH:11]=1)[C:8](=[O:12])[NH:7][CH:6]=[CH:5]2)=[O:24]. The catalyst class is: 140. (9) Reactant: Cl.[NH2:2][C:3]1[S:4][C:5]([Cl:8])=[CH:6][N:7]=1.N1C=CC=CC=1.[C:15]([C:17]1[CH:18]=[C:19]([S:24](Cl)(=[O:26])=[O:25])[CH:20]=[CH:21][C:22]=1[F:23])#[N:16].Cl. Product: [Cl:8][C:5]1[S:4][C:3]([NH:2][S:24]([C:19]2[CH:20]=[CH:21][C:22]([F:23])=[C:17]([C:15]#[N:16])[CH:18]=2)(=[O:25])=[O:26])=[N:7][CH:6]=1. The catalyst class is: 4.